This data is from Reaction yield outcomes from USPTO patents with 853,638 reactions. The task is: Predict the reaction yield, written as a fraction of the theoretical maximum amount of product (1.0 means a 100% yield; for example, 0.34 means a 34% yield). (1) The reactants are C([O:8][C:9]1[CH:14]=[CH:13][N:12]([C:15]2[CH:20]=[CH:19][C:18]([O:21][CH2:22][C:23]([OH:26])([CH3:25])[CH3:24])=[C:17]([O:27][CH3:28])[CH:16]=2)[C:11](=[O:29])[CH:10]=1)C1C=CC=CC=1. The catalyst is CO.[Pd]. The product is [OH:8][C:9]1[CH:14]=[CH:13][N:12]([C:15]2[CH:20]=[CH:19][C:18]([O:21][CH2:22][C:23]([OH:26])([CH3:24])[CH3:25])=[C:17]([O:27][CH3:28])[CH:16]=2)[C:11](=[O:29])[CH:10]=1. The yield is 0.980. (2) The reactants are C1COCC1.[I:6][C:7]1[CH:13]=[C:12]([Br:14])[CH:11]=[CH:10][C:8]=1[NH2:9].[F:15][C:16]([F:27])([F:26])[C:17]1[CH:18]=[C:19]([N:23]=[C:24]=[O:25])[CH:20]=[CH:21][CH:22]=1. The catalyst is N1C=CC=CC=1. The product is [I:6][C:7]1[CH:13]=[C:12]([Br:14])[CH:11]=[CH:10][C:8]=1[NH:9][C:24]([NH:23][C:19]1[CH:20]=[CH:21][CH:22]=[C:17]([C:16]([F:15])([F:26])[F:27])[CH:18]=1)=[O:25]. The yield is 0.920. (3) The reactants are [CH3:1][O:2][C:3](=[O:23])[CH:4]([C:10]1[CH:15]=[CH:14][C:13]([NH2:16])=[C:12]([O:17][CH2:18][C:19]([F:22])([F:21])[F:20])[CH:11]=1)[CH2:5][CH:6]1[CH2:9][CH2:8][CH2:7]1.[Br:24]N1C(=O)CCC1=O.O.C(Cl)Cl. The catalyst is C(Cl)(Cl)Cl. The product is [CH3:1][O:2][C:3](=[O:23])[CH:4]([C:10]1[CH:11]=[C:12]([O:17][CH2:18][C:19]([F:22])([F:21])[F:20])[C:13]([NH2:16])=[C:14]([Br:24])[CH:15]=1)[CH2:5][CH:6]1[CH2:7][CH2:8][CH2:9]1. The yield is 0.940. (4) The reactants are [CH:1]1([CH2:5][OH:6])[CH2:4][CH2:3][CH2:2]1.[C:7]1([CH3:17])[CH:12]=[CH:11][C:10]([S:13](Cl)(=[O:15])=[O:14])=[CH:9][CH:8]=1. The catalyst is ClCCl.CN(C)C1C=CN=CC=1. The product is [CH:1]1([CH2:5][O:6][S:13]([C:10]2[CH:11]=[CH:12][C:7]([CH3:17])=[CH:8][CH:9]=2)(=[O:15])=[O:14])[CH2:4][CH2:3][CH2:2]1. The yield is 0.970. (5) The reactants are Br[C:2]1[S:10][C:9]2[C:4](=[N:5][CH:6]=[CH:7][C:8]=2[O:11][C:12]2[CH:17]=[CH:16][C:15]([N+:18]([O-:20])=[O:19])=[CH:14][C:13]=2[F:21])[CH:3]=1.[CH2:22]([N:25]1[CH2:30][CH2:29][O:28][CH2:27][CH2:26]1)[C:23]#[CH:24].C(N(CC)CC)C. The catalyst is C1COCC1.[Cu]I.Cl[Pd](Cl)([P](C1C=CC=CC=1)(C1C=CC=CC=1)C1C=CC=CC=1)[P](C1C=CC=CC=1)(C1C=CC=CC=1)C1C=CC=CC=1. The product is [F:21][C:13]1[CH:14]=[C:15]([N+:18]([O-:20])=[O:19])[CH:16]=[CH:17][C:12]=1[O:11][C:8]1[CH:7]=[CH:6][N:5]=[C:4]2[CH:3]=[C:2]([C:24]#[C:23][CH2:22][N:25]3[CH2:30][CH2:29][O:28][CH2:27][CH2:26]3)[S:10][C:9]=12. The yield is 0.790. (6) The reactants are [CH3:1][NH:2][C:3]1[N:8]=[CH:7][N:6]=[C:5]2[NH:9][N:10]=[CH:11][C:4]=12.[I:12]N1C(=O)CCC1=O. The catalyst is CN(C=O)C. The product is [I:12][C:11]1[C:4]2[C:5](=[N:6][CH:7]=[N:8][C:3]=2[NH:2][CH3:1])[NH:9][N:10]=1. The yield is 0.480. (7) The reactants are [CH:1]1([CH2:7][C@H:8]([NH:12][C:13](=[O:19])[O:14][C:15]([CH3:18])([CH3:17])[CH3:16])[C@H:9]2[CH2:11][O:10]2)[CH2:6][CH2:5][CH2:4][CH2:3][CH2:2]1.[CH3:20][O:21][C:22]1[CH:23]=[C:24]([CH:27]=[C:28]([O:30][CH3:31])[CH:29]=1)[CH2:25][NH2:26]. The catalyst is CC#N. The product is [CH:1]1([CH2:7][C@H:8]([NH:12][C:13](=[O:19])[O:14][C:15]([CH3:18])([CH3:17])[CH3:16])[C@H:9]([OH:10])[CH2:11][NH:26][CH2:25][C:24]2[CH:27]=[C:28]([O:30][CH3:31])[CH:29]=[C:22]([O:21][CH3:20])[CH:23]=2)[CH2:6][CH2:5][CH2:4][CH2:3][CH2:2]1. The yield is 0.610. (8) The reactants are [C:1]1([CH:7]2[S:12][CH2:11][CH2:10][CH2:9][S:8]2)[CH:6]=[CH:5][CH:4]=[CH:3][CH:2]=1.[CH2:13]([Li])[CH2:14][CH2:15][CH3:16].[CH2:18]1[CH2:22][O:21][CH2:20][CH2:19]1. No catalyst specified. The product is [C:18]1([CH2:19][CH:20]([C:7]2([C:1]3[CH:2]=[CH:3][CH:4]=[CH:5][CH:6]=3)[S:8][CH2:9][CH2:10][CH2:11][S:12]2)[OH:21])[CH:22]=[CH:16][CH:15]=[CH:14][CH:13]=1. The yield is 0.710. (9) The reactants are COC([CH:5]1[C:10](=[O:11])[CH2:9][C:8]([CH3:13])([CH3:12])[S:7][CH2:6]1)=O.COC(C1C(=O)CCSC1(C)C)=O. The catalyst is OS(O)(=O)=O. The product is [CH3:12][C:8]1([CH3:13])[CH2:9][C:10](=[O:11])[CH2:5][CH2:6][S:7]1. The yield is 0.177. (10) The reactants are CON(C)[C:4]([C:6]1[CH:11]=[CH:10][C:9]([C:12]2[CH:17]=[CH:16][CH:15]=[CH:14][CH:13]=2)=[CH:8][CH:7]=1)=[O:5].[NH4+].[Cl-]. The catalyst is O1CCCC1. The product is [C:9]1([C:12]2[CH:17]=[CH:16][CH:15]=[CH:14][CH:13]=2)[CH:10]=[CH:11][C:6]([C:4](=[O:5])[CH2:10][CH2:11][CH2:6][CH:7]=[CH2:8])=[CH:7][CH:8]=1. The yield is 0.700.